From a dataset of hERG potassium channel inhibition data for cardiac toxicity prediction from Karim et al.. Regression/Classification. Given a drug SMILES string, predict its toxicity properties. Task type varies by dataset: regression for continuous values (e.g., LD50, hERG inhibition percentage) or binary classification for toxic/non-toxic outcomes (e.g., AMES mutagenicity, cardiotoxicity, hepatotoxicity). Dataset: herg_karim. (1) The drug is COc1cccnc1C(C)c1c(CCN(C)C)sc2ccccc12. The result is 1 (blocker). (2) The molecule is CN1[C@@H]2CCC[C@@H]1CC(NC(=O)c1cccc3oc(N4CCOCC4)nc13)C2. The result is 1 (blocker). (3) The compound is CNCCC=C1c2ccccc2CCc2ccccc21. The result is 1 (blocker).